This data is from Full USPTO retrosynthesis dataset with 1.9M reactions from patents (1976-2016). The task is: Predict the reactants needed to synthesize the given product. (1) Given the product [F:29][C:30]1[CH:31]=[N:32][C:33]([C@@H:36]([NH:38][C:2]2[N:3]=[C:4]([NH:21][C:22]3[N:23]=[CH:24][N:25]([CH3:27])[CH:26]=3)[C:5]3[N:10]([S:11]([C:14]4[CH:19]=[CH:18][C:17]([CH3:20])=[CH:16][CH:15]=4)(=[O:13])=[O:12])[CH:9]=[CH:8][C:6]=3[N:7]=2)[CH3:37])=[N:34][CH:35]=1, predict the reactants needed to synthesize it. The reactants are: Cl[C:2]1[N:3]=[C:4]([NH:21][C:22]2[N:23]=[CH:24][N:25]([CH3:27])[CH:26]=2)[C:5]2[N:10]([S:11]([C:14]3[CH:19]=[CH:18][C:17]([CH3:20])=[CH:16][CH:15]=3)(=[O:13])=[O:12])[CH:9]=[CH:8][C:6]=2[N:7]=1.Cl.[F:29][C:30]1[CH:31]=[N:32][C:33]([C@@H:36]([NH2:38])[CH3:37])=[N:34][CH:35]=1. (2) Given the product [CH3:26][C:27]1[CH:28]([Si:54]([CH:10]2[C:9]3[C:4](=[C:5]([C:11]4[CH:12]=[CH:13][C:14]([C:17]([CH3:20])([CH3:19])[CH3:18])=[CH:15][CH:16]=4)[CH:6]=[CH:7][CH:8]=3)[CH:3]=[C:2]2[CH3:1])([CH3:55])[CH3:56])[C:29]2[C:34]([CH:35]=1)=[C:33]([C:36]1[CH:37]=[C:38]([C:46]([CH3:47])([CH3:48])[CH3:49])[CH:39]=[C:40]([C:42]([CH3:45])([CH3:44])[CH3:43])[CH:41]=1)[CH:32]=[C:31]([C:50]([CH3:53])([CH3:52])[CH3:51])[CH:30]=2, predict the reactants needed to synthesize it. The reactants are: [CH3:1][C:2]1[CH2:3][C:4]2[C:9]([CH:10]=1)=[CH:8][CH:7]=[CH:6][C:5]=2[C:11]1[CH:16]=[CH:15][C:14]([C:17]([CH3:20])([CH3:19])[CH3:18])=[CH:13][CH:12]=1.[Li]CCCC.[CH3:26][C:27]1[CH:28]([Si:54](Cl)([CH3:56])[CH3:55])[C:29]2[C:34]([CH:35]=1)=[C:33]([C:36]1[CH:41]=[C:40]([C:42]([CH3:45])([CH3:44])[CH3:43])[CH:39]=[C:38]([C:46]([CH3:49])([CH3:48])[CH3:47])[CH:37]=1)[CH:32]=[C:31]([C:50]([CH3:53])([CH3:52])[CH3:51])[CH:30]=2.O. (3) Given the product [CH3:27][CH:26]([CH3:28])[C@H:25]([NH:29][C:30](=[O:33])[O:31][CH3:32])[C:24](=[O:34])[N:20]1[CH2:21][CH2:22][CH2:23][C@H:19]1[C:17]1[NH:18][C:14]2[CH:13]=[C:12]([C:7]3[CH:6]=[N:5][C:4]4[C:9](=[CH:10][CH:11]=[C:2]([B:40]5[O:41][C:42]([CH3:44])([CH3:43])[C:38]([CH3:54])([CH3:37])[O:39]5)[CH:3]=4)[N:8]=3)[CH:36]=[CH:35][C:15]=2[N:16]=1.[BH:40]([OH:41])[OH:39], predict the reactants needed to synthesize it. The reactants are: Br[C:2]1[CH:3]=[C:4]2[C:9](=[CH:10][CH:11]=1)[N:8]=[C:7]([C:12]1[CH:36]=[CH:35][C:15]3[NH:16][C:17]([C@@H:19]4[CH2:23][CH2:22][CH2:21][N:20]4[C:24](=[O:34])[C@@H:25]([NH:29][C:30](=[O:33])[O:31][CH3:32])[CH:26]([CH3:28])[CH3:27])=[N:18][C:14]=3[CH:13]=1)[CH:6]=[N:5]2.[CH3:37][C:38]1([CH3:54])[C:42]([CH3:44])([CH3:43])[O:41][B:40]([B:40]2[O:41][C:42]([CH3:44])([CH3:43])[C:38]([CH3:54])([CH3:37])[O:39]2)[O:39]1.C([O-])(=O)C.[K+].